From a dataset of Reaction yield outcomes from USPTO patents with 853,638 reactions. Predict the reaction yield, written as a fraction of the theoretical maximum amount of product (1.0 means a 100% yield; for example, 0.34 means a 34% yield). (1) The reactants are [Cl:1][C:2]1[C:3]([CH3:29])=[C:4]([NH:10][C@H:11]([C@@H:26]([OH:28])[CH3:27])[C:12]([NH:14][NH:15][C:16](=O)[C:17]2[CH:22]=[CH:21][C:20]([O:23][CH3:24])=[CH:19][CH:18]=2)=[O:13])[CH:5]=[CH:6][C:7]=1[C:8]#[N:9].CCN(P1(N(C)CCCN1C)=NC(C)(C)C)CC. The catalyst is C1COCC1. The product is [Cl:1][C:2]1[C:3]([CH3:29])=[C:4]([NH:10][C@@H:11]([C:12]2[O:13][C:16]([C:17]3[CH:18]=[CH:19][C:20]([O:23][CH3:24])=[CH:21][CH:22]=3)=[N:15][N:14]=2)[C@@H:26]([OH:28])[CH3:27])[CH:5]=[CH:6][C:7]=1[C:8]#[N:9]. The yield is 0.410. (2) The reactants are [CH2:1]([C:3]1[C:12]([C:13]2[S:17][C:16]([C:18]3[CH:19]=[CH:20][C:21]([O:26][CH:27]([CH3:29])[CH3:28])=[C:22]([CH:25]=3)[C:23]#[N:24])=[N:15][CH:14]=2)=[CH:11][CH:10]=[C:9]2[C:4]=1[CH2:5][CH2:6][N:7]=[CH:8]2)[CH3:2].[BH4-].[Na+]. The catalyst is CCO. The product is [CH2:1]([C:3]1[C:12]([C:13]2[S:17][C:16]([C:18]3[CH:19]=[CH:20][C:21]([O:26][CH:27]([CH3:28])[CH3:29])=[C:22]([CH:25]=3)[C:23]#[N:24])=[N:15][CH:14]=2)=[CH:11][CH:10]=[C:9]2[C:4]=1[CH2:5][CH2:6][NH:7][CH2:8]2)[CH3:2]. The yield is 0.400. (3) The reactants are C(N(CC)CC)C.[F:8][C:9]1[CH:17]=[CH:16][C:12]([C:13](Cl)=[O:14])=[CH:11][CH:10]=1.[CH2:18]([O:25][C:26]1[C:27]([CH3:35])=[C:28]([CH3:34])[C:29]([NH2:33])=[N:30][C:31]=1[CH3:32])[C:19]1[CH:24]=[CH:23][CH:22]=[CH:21][CH:20]=1. The catalyst is C(Cl)Cl. The product is [CH2:18]([O:25][C:26]1[C:27]([CH3:35])=[C:28]([CH3:34])[C:29]([NH:33][C:13](=[O:14])[C:12]2[CH:16]=[CH:17][C:9]([F:8])=[CH:10][CH:11]=2)=[N:30][C:31]=1[CH3:32])[C:19]1[CH:20]=[CH:21][CH:22]=[CH:23][CH:24]=1. The yield is 0.720. (4) The reactants are [CH2:1]([O:3][CH:4]([O:6][CH:7]1[CH2:19][CH2:18][C:17]([O:21][CH:22]([O:24][CH2:25][CH3:26])[CH3:23])([CH3:20])[CH:16]([OH:27])[CH:15]=[CH:14][CH:13]([CH3:28])[CH:12](/[C:29](/[CH3:56])=[CH:30]/[CH:31]=[CH:32]/[C:33]([O:50][CH:51]([O:53][CH2:54][CH3:55])[CH3:52])([CH3:49])[CH2:34][CH:35]2[O:48][CH:36]2[CH:37]([CH3:47])[CH:38]([O:41][CH:42]([O:44][CH2:45][CH3:46])[CH3:43])[CH2:39][CH3:40])[O:11][C:9](=[O:10])[CH2:8]1)[CH3:5])[CH3:2].C(N(CC)CC)C.ClC(O[C:68]1[CH:73]=[CH:72][C:71]([N+:74]([O-:76])=[O:75])=[CH:70][CH:69]=1)=O.[C:77]([O:80]CC)(=[O:79])C. The catalyst is ClCCl. The product is [CH2:1]([O:3][CH:4]([O:6][CH:7]1[CH2:19][CH2:18][C:17]([O:21][CH:22]([O:24][CH2:25][CH3:26])[CH3:23])([CH3:20])[CH:16]([O:27][C:68]2[CH:73]=[CH:72][C:71]([N+:74]([O-:76])=[O:75])=[CH:70][CH:69]=2)[CH:15]=[CH:14][CH:13]([CH3:28])[CH:12](/[C:29](/[CH3:56])=[CH:30]/[CH:31]=[CH:32]/[C:33]([O:50][CH:51]([O:53][CH2:54][CH3:55])[CH3:52])([CH3:49])[CH2:34][CH:35]2[O:48][CH:36]2[CH:37]([CH3:47])[CH:38]([O:41][CH:42]([O:44][CH2:45][CH3:46])[CH3:43])[CH2:39][CH3:40])[O:11][C:9](=[O:10])[CH:8]1[C:77]([OH:80])=[O:79])[CH3:5])[CH3:2]. The yield is 0.800. (5) The reactants are Cl.[CH3:2][O:3][C:4]1[CH:5]=[C:6]2[C:11](=[C:12]([N:14]3[CH2:19][CH2:18][N:17]([CH3:20])[CH2:16][CH2:15]3)[CH:13]=1)[O:10][CH:9]([C:21]([OH:23])=O)[CH2:8][CH2:7]2.[NH2:24][C:25]1[CH:30]=[CH:29][C:28]([N:31]2[CH2:36][CH2:35][N:34]([C:37](=[O:40])[CH2:38][CH3:39])[CH2:33][CH2:32]2)=[CH:27][CH:26]=1. No catalyst specified. The product is [CH3:2][O:3][C:4]1[CH:5]=[C:6]2[C:11](=[C:12]([N:14]3[CH2:15][CH2:16][N:17]([CH3:20])[CH2:18][CH2:19]3)[CH:13]=1)[O:10][CH:9]([C:21]([NH:24][C:25]1[CH:26]=[CH:27][C:28]([N:31]3[CH2:32][CH2:33][N:34]([C:37](=[O:40])[CH2:38][CH3:39])[CH2:35][CH2:36]3)=[CH:29][CH:30]=1)=[O:23])[CH2:8][CH2:7]2. The yield is 0.530. (6) The reactants are C([O:4][CH2:5][C:6]([CH3:47])([CH3:46])[CH2:7][N:8]1[C:14]2[CH:15]=[CH:16][C:17]([Cl:19])=[CH:18][C:13]=2[C@H:12]([C:20]2C=C[CH:23]=[C:22](C)[C:21]=2[CH3:27])[O:11][C@H:10]([CH2:28][C:29]([NH:31][C:32]2[CH:33]=[CH:34][C:35]([F:44])=[C:36]([CH2:38][CH2:39][C:40]([O:42]C)=[O:41])[CH:37]=2)=[O:30])[C:9]1=[O:45])(=O)C.[OH-].[Na+].C(O)C. The catalyst is O. The product is [Cl:19][C:17]1[CH:16]=[CH:15][C:14]2[N:8]([CH2:7][C:6]([CH3:47])([CH3:46])[CH2:5][OH:4])[C:9](=[O:45])[C@@H:10]([CH2:28][C:29]([NH:31][C:32]3[CH:33]=[CH:34][C:35]([F:44])=[C:36]([CH2:38][CH2:39][C:40]([OH:42])=[O:41])[CH:37]=3)=[O:30])[O:11][C@@H:12]([CH2:20][CH:21]([CH3:27])[CH2:22][CH3:23])[C:13]=2[CH:18]=1. The yield is 0.820. (7) The reactants are Cl.[Cl:2][C:3]1[C:7]([NH2:8])=[CH:6][NH:5][N:4]=1.C(=O)(O)[O-].[Na+].[O:14]1CC[CH2:16][CH2:15]1.C(OC(=O)C)(=O)C. The catalyst is C(OCC)(=O)C.O.COC(C)(C)C. The product is [Cl:2][C:3]1[C:7]([NH:8][C:15](=[O:14])[CH3:16])=[CH:6][NH:5][N:4]=1. The yield is 0.830. (8) The reactants are Cl[C:2]1[CH:7]=[CH:6][N:5]=[C:4]2[C:8]([C:11](=[O:29])[C:12]([N:14]3[CH2:19][CH2:18][C:17](=[C:20]([C:23]4[CH:28]=[CH:27][CH:26]=[CH:25][CH:24]=4)[C:21]#[N:22])[CH2:16][CH2:15]3)=[O:13])=[CH:9][NH:10][C:3]=12.C([Sn](CCCC)(CCCC)[C:35]1[O:36][CH:37]=[CH:38][N:39]=1)CCC.O1CCOCC1. The catalyst is CO.C1C=CC([P]([Pd]([P](C2C=CC=CC=2)(C2C=CC=CC=2)C2C=CC=CC=2)([P](C2C=CC=CC=2)(C2C=CC=CC=2)C2C=CC=CC=2)[P](C2C=CC=CC=2)(C2C=CC=CC=2)C2C=CC=CC=2)(C2C=CC=CC=2)C2C=CC=CC=2)=CC=1. The product is [O:36]1[CH:37]=[CH:38][N:39]=[C:35]1[C:2]1[CH:7]=[CH:6][N:5]=[C:4]2[C:8]([C:11](=[O:29])[C:12]([N:14]3[CH2:19][CH2:18][C:17](=[C:20]([C:23]4[CH:28]=[CH:27][CH:26]=[CH:25][CH:24]=4)[C:21]#[N:22])[CH2:16][CH2:15]3)=[O:13])=[CH:9][NH:10][C:3]=12. The yield is 0.390. (9) The reactants are ClC1C=CC(C2C(C3C=CC=CC=3)CN(C([NH:21][S:22]([C:25]3[CH:30]=[CH:29][C:28](Cl)=[CH:27][CH:26]=3)(=[O:24])=[O:23])=O)N=2)=CC=1.O=P(Cl)(Cl)Cl.CCN(C(C)C)C(C)C. The catalyst is ClCCl.CN(C1C=CN=CC=1)C. The product is [C:25]1([S:22]([NH2:21])(=[O:24])=[O:23])[CH:30]=[CH:29][CH:28]=[CH:27][CH:26]=1. The yield is 0.450.